Dataset: Full USPTO retrosynthesis dataset with 1.9M reactions from patents (1976-2016). Task: Predict the reactants needed to synthesize the given product. (1) Given the product [CH2:1]([S:3]([N:6]1[CH2:11][CH2:10][CH:9]([C:12]2[C:20]3[C:15](=[C:16]([C:26]([NH2:27])=[O:37])[CH:17]=[C:18]([NH:21][CH2:22][CH:23]([CH3:25])[CH3:24])[CH:19]=3)[NH:14][CH:13]=2)[CH2:8][CH2:7]1)(=[O:4])=[O:5])[CH3:2], predict the reactants needed to synthesize it. The reactants are: [CH2:1]([S:3]([N:6]1[CH2:11][CH2:10][CH:9]([C:12]2[C:20]3[C:15](=[C:16]([C:26]#[N:27])[CH:17]=[C:18]([NH:21][CH2:22][CH:23]([CH3:25])[CH3:24])[CH:19]=3)[N:14](COCC[Si](C)(C)C)[CH:13]=2)[CH2:8][CH2:7]1)(=[O:5])=[O:4])[CH3:2].S(=O)(=O)(O)[OH:37].C(=O)(O)[O-].[Na+].[OH-].[Na+]. (2) Given the product [F:13][C:14]([F:24])([F:23])[C:15]1[CH:20]=[CH:19][C:18]([C:4](=[O:11])[C@@H:5]([NH:7][C:8](=[O:10])[O:9][C:15]([CH3:20])([CH3:16])[CH3:14])[CH3:6])=[CH:17][CH:16]=1, predict the reactants needed to synthesize it. The reactants are: CON(C)[C:4](=[O:11])[C@@H:5]([NH:7][C:8](=[O:10])[O-:9])[CH3:6].[F:13][C:14]([F:24])([F:23])[C:15]1[CH:20]=[CH:19][C:18]([Mg]Br)=[CH:17][CH:16]=1.S([O-])(O)(=O)=O.[Na+]. (3) Given the product [CH3:4][CH2:5][C:6]([C:9]([O:11][C@@H:12]1[C@@H:17]2[C@@H:18]([CH2:23][CH2:24][C@H:25]3[O:31][C:29](=[O:30])[CH2:28][C@H:27]([OH:32])[CH2:26]3)[C@@H:19]([CH3:22])[CH:20]=[CH:21][C:16]2=[CH:15][C@H:14]([CH3:34])[CH2:13]1)=[O:54])([CH3:7])[CH3:8], predict the reactants needed to synthesize it. The reactants are: C(#N)C.[CH3:4][CH2:5][C:6]([C:9]([O:11][C@@H:12]1[C@@H:17]2[C@@H:18]([CH2:23][CH2:24][C@@H:25](O)[CH2:26][C@@H:27]([OH:32])[CH2:28][C:29]([O-:31])=[O:30])[C@@H:19]([CH3:22])[CH:20]=[CH:21][C:16]2=[CH:15][C@H:14]([CH3:34])[CH2:13]1)=O)([CH3:8])[CH3:7].[NH4+].C1(C)C=CC(S(O)(=O)=O)=CC=1.C1(C)C=CC=CC=1.[OH2:54]. (4) Given the product [Br:12][CH2:1][C:2]1[CH:3]=[N:4][CH:5]=[C:6]([CH:11]=1)[C:7]([O:9][CH3:10])=[O:8], predict the reactants needed to synthesize it. The reactants are: [CH3:1][C:2]1[CH:3]=[N:4][CH:5]=[C:6]([CH:11]=1)[C:7]([O:9][CH3:10])=[O:8].[Br:12]N1C(=O)CCC1=O.